From a dataset of Catalyst prediction with 721,799 reactions and 888 catalyst types from USPTO. Predict which catalyst facilitates the given reaction. (1) Reactant: [Cl:1][C:2]1[S:6][C:5]([C:7]([NH:9][C@@H:10]([CH2:20][C:21]2[CH:26]=[CH:25][CH:24]=[CH:23][C:22]=2[C:27]([F:30])([F:29])[F:28])[CH2:11][NH:12][C:13](=[O:19])[O:14][C:15]([CH3:18])([CH3:17])[CH3:16])=[O:8])=[CH:4][C:3]=1[C:31]1[N:35]([CH3:36])[N:34]=[CH:33][CH:32]=1.[Br:37]N1C(=O)CCC1=O. Product: [Br:37][C:32]1[CH:33]=[N:34][N:35]([CH3:36])[C:31]=1[C:3]1[CH:4]=[C:5]([C:7]([NH:9][C@@H:10]([CH2:20][C:21]2[CH:26]=[CH:25][CH:24]=[CH:23][C:22]=2[C:27]([F:30])([F:28])[F:29])[CH2:11][NH:12][C:13](=[O:19])[O:14][C:15]([CH3:16])([CH3:18])[CH3:17])=[O:8])[S:6][C:2]=1[Cl:1]. The catalyst class is: 1. (2) Reactant: [NH2:1][C:2]1[C:7]([NH2:8])=[CH:6][C:5]([C:9]2[C:10]([CH3:15])=[N:11][O:12][C:13]=2[CH3:14])=[CH:4][C:3]=1[S:16]([NH:19][CH:20]1[CH2:24][CH2:23][CH2:22][CH2:21]1)(=[O:18])=[O:17].[C:25](N1C=CN=C1)(N1C=CN=C1)=[S:26]. Product: [CH:20]1([NH:19][S:16]([C:3]2[C:2]3[N:1]=[C:25]([SH:26])[NH:8][C:7]=3[CH:6]=[C:5]([C:9]3[C:10]([CH3:15])=[N:11][O:12][C:13]=3[CH3:14])[CH:4]=2)(=[O:17])=[O:18])[CH2:24][CH2:23][CH2:22][CH2:21]1. The catalyst class is: 3. (3) Reactant: CC(OI1(OC(C)=O)(OC(C)=O)OC(=O)C2C=CC=CC1=2)=O.[Cl:23][C:24]1[C:29](/[CH:30]=[C:31](\[C:34]2[CH:39]=[CH:38][C:37]([F:40])=[CH:36][CH:35]=2)/[CH2:32][OH:33])=[CH:28][CH:27]=[CH:26][N:25]=1. Product: [Cl:23][C:24]1[C:29](/[CH:30]=[C:31](\[C:34]2[CH:35]=[CH:36][C:37]([F:40])=[CH:38][CH:39]=2)/[CH:32]=[O:33])=[CH:28][CH:27]=[CH:26][N:25]=1. The catalyst class is: 96. (4) Reactant: [CH2:1]([C:3]1[S:28][C:6]2[N:7]([CH2:13][C:14]3[CH:19]=[CH:18][C:17]([C:20]4[C:21]([C:26]#[N:27])=[CH:22][CH:23]=[CH:24][CH:25]=4)=[CH:16][CH:15]=3)[C:8](=[O:12])[NH:9][C:10](=[O:11])[C:5]=2[CH:4]=1)[CH3:2].Br[CH2:30][C:31]([C:33]1[CH:38]=[CH:37][C:36]([F:39])=[CH:35][CH:34]=1)=[O:32].[H-].[Na+]. Product: [CH2:1]([C:3]1[S:28][C:6]2[N:7]([CH2:13][C:14]3[CH:19]=[CH:18][C:17]([C:20]4[C:21]([C:26]#[N:27])=[CH:22][CH:23]=[CH:24][CH:25]=4)=[CH:16][CH:15]=3)[C:8](=[O:12])[N:9]([CH2:30][C:31]([C:33]3[CH:38]=[CH:37][C:36]([F:39])=[CH:35][CH:34]=3)=[O:32])[C:10](=[O:11])[C:5]=2[CH:4]=1)[CH3:2]. The catalyst class is: 3. (5) Reactant: [C:1]([C:4]1[CH:11]=[CH:10][CH:9]=[CH:8][C:5]=1[CH:6]=[O:7])(O)=O.[C:12](=O)([O-:14])[O-:13].[K+].[K+].CI. Product: [C:12]([CH2:1][C:4]1[CH:11]=[CH:10][CH:9]=[CH:8][C:5]=1[CH:6]=[O:7])([OH:14])=[O:13]. The catalyst class is: 21. (6) Reactant: [Cl:1][C:2]1[CH:14]=[C:13]([Cl:15])[C:12]([S:16][C:17]2[N:21]([CH3:22])[N:20]=[C:19]([CH3:23])[C:18]=2/[CH:24]=[N:25]/O)=[CH:11][C:3]=1[O:4][C@@H:5]([CH3:10])[C:6]([O:8]C)=[O:7].C(N(CC)CC)C.ClC(Cl)(Cl)C(Cl)=O.O1CCCC1. Product: [Cl:1][C:2]1[CH:14]=[C:13]([Cl:15])[C:12]([S:16][C:17]2[N:21]([CH3:22])[N:20]=[C:19]([CH3:23])[C:18]=2[C:24]#[N:25])=[CH:11][C:3]=1[O:4][C@@H:5]([CH3:10])[C:6]([OH:8])=[O:7]. The catalyst class is: 6. (7) Reactant: [C:1]1([C:11]2[CH:25]=[C:14]3[NH:15][CH:16]=[C:17]([C:20]([O:22]CC)=[O:21])[C:18](=[O:19])[N:13]3[N:12]=2)[C:10]2[C:5](=[CH:6][CH:7]=[CH:8][CH:9]=2)[CH:4]=[CH:3][CH:2]=1.C(O)C.[Cl-].[NH4+]. Product: [C:1]1([C:11]2[CH:25]=[C:14]3[NH:15][CH:16]=[C:17]([C:20]([OH:22])=[O:21])[C:18](=[O:19])[N:13]3[N:12]=2)[C:10]2[C:5](=[CH:6][CH:7]=[CH:8][CH:9]=2)[CH:4]=[CH:3][CH:2]=1. The catalyst class is: 611.